Dataset: Reaction yield outcomes from USPTO patents with 853,638 reactions. Task: Predict the reaction yield, written as a fraction of the theoretical maximum amount of product (1.0 means a 100% yield; for example, 0.34 means a 34% yield). (1) The reactants are [N+:1]([C:4]1[CH:9]=[CH:8][C:7]([CH:10]2[CH2:13][N:12]([C:14](=[O:17])[CH2:15][CH3:16])[CH2:11]2)=[CH:6][CH:5]=1)([O-])=O.O.O.Cl[Sn]Cl.NC1C=CC=CC=1.N1C=CC=CC=1.[CH:36]([C:39]1[CH:44]=[CH:43][C:42]([S:45](Cl)(=[O:47])=[O:46])=[CH:41][CH:40]=1)([CH3:38])[CH3:37]. The catalyst is CCO.C(Cl)Cl. The product is [CH:36]([C:39]1[CH:44]=[CH:43][C:42]([S:45]([NH:1][C:4]2[CH:9]=[CH:8][C:7]([CH:10]3[CH2:13][N:12]([C:14](=[O:17])[CH2:15][CH3:16])[CH2:11]3)=[CH:6][CH:5]=2)(=[O:47])=[O:46])=[CH:41][CH:40]=1)([CH3:38])[CH3:37]. The yield is 0.360. (2) The reactants are [C:1]1([C:11]2[CH:16]=[CH:15][CH:14]=[CH:13][CH:12]=2)[CH:6]=[CH:5][C:4]([CH2:7][C:8]([OH:10])=O)=[CH:3][CH:2]=1.CCN(C(C)C)C(C)C.C1CN([P+](ON2N=NC3C=CC=CC2=3)(N2CCCC2)N2CCCC2)CC1.F[P-](F)(F)(F)(F)F.[F:59][C:60]1[CH:61]=[C:62]([CH:65]=[CH:66][CH:67]=1)[CH2:63][NH2:64].Cl. The catalyst is CN(C=O)C.O. The product is [F:59][C:60]1[CH:61]=[C:62]([CH:65]=[CH:66][CH:67]=1)[CH2:63][NH:64][C:8](=[O:10])[CH2:7][C:4]1[CH:3]=[CH:2][C:1]([C:11]2[CH:16]=[CH:15][CH:14]=[CH:13][CH:12]=2)=[CH:6][CH:5]=1. The yield is 0.330. (3) The reactants are [NH:1]([C:3]1[N:8]=[CH:7][N:6]=[C:5]2[N:9]([C:12]3[CH:17]=[CH:16][CH:15]=[CH:14][CH:13]=3)[N:10]=[CH:11][C:4]=12)[NH2:2].[CH:18]([C:20]1[CH:30]=[CH:29][C:23]([CH:24]=[CH:25][C:26](O)=[O:27])=[CH:22][CH:21]=1)=[O:19]. The catalyst is C(O)C.N1CCCC1. The product is [C:12]1([N:9]2[C:5]3=[N:6][CH:7]=[N:8][C:3]([NH:1][N:2]=[C:26]([OH:27])[CH:25]=[CH:24][C:23]4[CH:29]=[CH:30][C:20]([CH:18]=[O:19])=[CH:21][CH:22]=4)=[C:4]3[CH:11]=[N:10]2)[CH:17]=[CH:16][CH:15]=[CH:14][CH:13]=1. The yield is 0.350. (4) The reactants are O1CCCCC1[O:7][CH2:8][CH2:9][C:10]1[CH:11]=[CH:12][C:13]([N:16]2[CH:20]=[CH:19][C:18]([CH:21]([C:23]3[CH:32]=[CH:31][C:26]4[NH:27][C:28](=[O:30])[S:29][C:25]=4[CH:24]=3)[CH3:22])=[N:17]2)=[N:14][CH:15]=1.FC(F)(F)C(O)=O. The catalyst is ClCCl. The product is [OH:7][CH2:8][CH2:9][C:10]1[CH:11]=[CH:12][C:13]([N:16]2[CH:20]=[CH:19][C:18]([CH:21]([C:23]3[CH:32]=[CH:31][C:26]4[NH:27][C:28](=[O:30])[S:29][C:25]=4[CH:24]=3)[CH3:22])=[N:17]2)=[N:14][CH:15]=1. The yield is 0.810. (5) The reactants are [CH:1]1[N:9]2[C:4]([C:5]3([CH2:18][CH2:17][NH:16][CH2:15][CH2:14]3)[O:6][C:7]3[CH:13]=[CH:12][CH:11]=[CH:10][C:8]=32)=[CH:3][CH:2]=1.[F:19][C:20]1[CH:28]=[CH:27][C:23]([C:24](O)=[O:25])=[CH:22][C:21]=1[S:29]([CH3:32])(=[O:31])=[O:30].C(N(CC)CC)C.C(Cl)CCl. The catalyst is ClCCl. The product is [F:19][C:20]1[CH:28]=[CH:27][C:23]([C:24]([N:16]2[CH2:17][CH2:18][C:5]3([C:4]4=[CH:3][CH:2]=[CH:1][N:9]4[C:8]4[CH:10]=[CH:11][CH:12]=[CH:13][C:7]=4[O:6]3)[CH2:14][CH2:15]2)=[O:25])=[CH:22][C:21]=1[S:29]([CH3:32])(=[O:30])=[O:31]. The yield is 0.540. (6) The reactants are C([N:4]1[C:12]2[C:7](=[CH:8][C:9]([C:13]([NH:15][CH2:16][CH2:17][CH2:18][C:19]([O:21]C)=O)=[O:14])=[CH:10][CH:11]=2)[C:6]([C:23]2[CH:28]=[CH:27][C:26]([F:29])=[CH:25][CH:24]=2)=[N:5]1)(=O)C.[NH3:30]. The catalyst is CO. The product is [C:19]([CH2:18][CH2:17][CH2:16][NH:15][C:13]([C:9]1[CH:8]=[C:7]2[C:12](=[CH:11][CH:10]=1)[NH:4][N:5]=[C:6]2[C:23]1[CH:24]=[CH:25][C:26]([F:29])=[CH:27][CH:28]=1)=[O:14])(=[O:21])[NH2:30]. The yield is 0.430.